This data is from Catalyst prediction with 721,799 reactions and 888 catalyst types from USPTO. The task is: Predict which catalyst facilitates the given reaction. Reactant: C([O-])([O-])=O.[Cs+].[Cs+].[Cl:7][C:8]1[CH:13]=[CH:12][C:11]([C:14]2[C:18]3[CH2:19][N:20]([C:23](=[O:25])[CH3:24])[CH2:21][CH2:22][C:17]=3[NH:16][N:15]=2)=[CH:10][CH:9]=1.Br[CH2:27][CH2:28][CH2:29][Cl:30].O. Product: [Cl:7][C:8]1[CH:9]=[CH:10][C:11]([C:14]2[C:18]3[CH2:19][N:20]([C:23](=[O:25])[CH3:24])[CH2:21][CH2:22][C:17]=3[N:16]([CH2:27][CH2:28][CH2:29][Cl:30])[N:15]=2)=[CH:12][CH:13]=1. The catalyst class is: 3.